Dataset: Forward reaction prediction with 1.9M reactions from USPTO patents (1976-2016). Task: Predict the product of the given reaction. (1) Given the reactants [CH2:1]([O:8][C:9]1[C:10]([C:40]([O:42][C:43]([CH3:46])([CH3:45])[CH3:44])=[O:41])=[N:11][C:12]([CH2:23][C:24]2[CH:25]=[N:26][C:27]([C:30]3[CH:35]=[CH:34][C:33]([C:36]([CH3:39])([CH3:38])[CH3:37])=[CH:32][CH:31]=3)=[CH:28][CH:29]=2)=[N:13][C:14]=1OS(C(F)(F)F)(=O)=O)[C:2]1[CH:7]=[CH:6][CH:5]=[CH:4][CH:3]=1.[CH3:47][S-:48].[Na+].[Cl-].[Na+], predict the reaction product. The product is: [CH2:1]([O:8][C:9]1[C:10]([C:40]([O:42][C:43]([CH3:46])([CH3:44])[CH3:45])=[O:41])=[N:11][C:12]([CH2:23][C:24]2[CH:25]=[N:26][C:27]([C:30]3[CH:31]=[CH:32][C:33]([C:36]([CH3:37])([CH3:38])[CH3:39])=[CH:34][CH:35]=3)=[CH:28][CH:29]=2)=[N:13][C:14]=1[S:48][CH3:47])[C:2]1[CH:3]=[CH:4][CH:5]=[CH:6][CH:7]=1. (2) Given the reactants [F:1][C:2]1[C:7]([F:8])=[CH:6][C:5]([C:9](=[O:11])[CH3:10])=[C:4]([OH:12])[CH:3]=1.C([O-])([O-])=O.[K+].[K+].[CH2:19](Cl)[O:20][CH3:21].O, predict the reaction product. The product is: [F:1][C:2]1[C:7]([F:8])=[CH:6][C:5]([C:9](=[O:11])[CH3:10])=[C:4]([O:12][CH2:19][O:20][CH3:21])[CH:3]=1.